This data is from Reaction yield outcomes from USPTO patents with 853,638 reactions. The task is: Predict the reaction yield, written as a fraction of the theoretical maximum amount of product (1.0 means a 100% yield; for example, 0.34 means a 34% yield). (1) The reactants are [O:1]1[C@H:3]2[CH2:4][C@@H:5]3[C@@H:21]([C@@:22]4([CH3:28])[CH2:23][CH2:24][C@H:25]([OH:27])[CH2:26][C:2]124)[CH2:20][CH2:19][C@@:18]1([CH3:29])[C@H:6]3[CH2:7][CH2:8][C@@H:9]1[C@H:10]([CH3:17])[CH2:11][CH2:12][CH2:13][CH:14]([CH3:16])[CH3:15].[NH2:30][CH2:31][CH2:32][CH2:33][CH2:34][NH2:35].C(O)CCC. The catalyst is COC(C)(C)C. The product is [OH:1][C@:2]12[CH2:26][C@@H:25]([OH:27])[CH2:24][CH2:23][C@:22]1([CH3:28])[C@@H:21]1[C@H:5]([C@H:6]3[C@:18]([CH3:29])([CH2:19][CH2:20]1)[C@@H:9]([C@H:10]([CH3:17])[CH2:11][CH2:12][CH2:13][CH:14]([CH3:16])[CH3:15])[CH2:8][CH2:7]3)[CH2:4][C@H:3]2[NH:30][CH2:31][CH2:32][CH2:33][CH2:34][NH2:35]. The yield is 0.610. (2) The reactants are [SH:1][C:2]([CH3:17])([CH3:16])[CH2:3][S:4][CH2:5][C:6]1[CH:7]=[C:8]([CH2:14][OH:15])[CH:9]=[C:10]([CH2:12][OH:13])[CH:11]=1.P([O-])([O-])([O-])=O.[K+].[K+].[K+].[CH3:26][S:27](=O)(SC)=O. The catalyst is C(O)C.ClCCl. The product is [CH3:16][C:2]([S:1][S:27][CH3:26])([CH3:17])[CH2:3][S:4][CH2:5][C:6]1[CH:11]=[C:10]([CH2:12][OH:13])[CH:9]=[C:8]([CH2:14][OH:15])[CH:7]=1. The yield is 0.649.